This data is from Reaction yield outcomes from USPTO patents with 853,638 reactions. The task is: Predict the reaction yield, written as a fraction of the theoretical maximum amount of product (1.0 means a 100% yield; for example, 0.34 means a 34% yield). The reactants are C([O:3][C:4](=[O:14])[CH2:5][C:6]1[C:11]([CH3:12])=[CH:10][CH:9]=[CH:8][C:7]=1[CH3:13])C.O.[OH-].[Li+]. The catalyst is C1COCC1.O. The product is [CH3:12][C:11]1[CH:10]=[CH:9][CH:8]=[C:7]([CH3:13])[C:6]=1[CH2:5][C:4]([OH:14])=[O:3]. The yield is 0.780.